Dataset: Full USPTO retrosynthesis dataset with 1.9M reactions from patents (1976-2016). Task: Predict the reactants needed to synthesize the given product. (1) The reactants are: [NH2:1][C:2]1[N:7]2[N:8]=[CH:9][C:10]([C:11]3[CH:12]=[N:13][N:14]([C:16]4[CH:21]=[CH:20][CH:19]=[CH:18][CH:17]=4)[CH:15]=3)=[C:6]2[N:5]=[C:4]([CH:22]2[CH2:27][CH2:26][C:25]([CH2:29][OH:30])([OH:28])[CH2:24][CH2:23]2)[C:3]=1SC.[C:33]([O-])(O)=O.[Na+].O[O:39][S:40]([O-:42])=O.[K+]. Given the product [NH2:1][C:2]1[N:7]2[N:8]=[CH:9][C:10]([C:11]3[CH:12]=[N:13][N:14]([C:16]4[CH:21]=[CH:20][CH:19]=[CH:18][CH:17]=4)[CH:15]=3)=[C:6]2[N:5]=[C:4]([CH:22]2[CH2:27][CH2:26][C:25]([CH2:29][OH:30])([OH:28])[CH2:24][CH2:23]2)[C:3]=1[S:40]([CH3:33])(=[O:42])=[O:39], predict the reactants needed to synthesize it. (2) The reactants are: [F:1][C:2]1[S:3][C:4]2[CH2:9][CH2:8][CH:7]([C:10]([O:12]CC)=[O:11])[C:5]=2[N:6]=1.[OH-].[Li+].Cl. Given the product [F:1][C:2]1[S:3][C:4]2[CH2:9][CH2:8][CH:7]([C:10]([OH:12])=[O:11])[C:5]=2[N:6]=1, predict the reactants needed to synthesize it.